This data is from Rat liver microsome stability data. The task is: Regression/Classification. Given a drug SMILES string, predict its absorption, distribution, metabolism, or excretion properties. Task type varies by dataset: regression for continuous measurements (e.g., permeability, clearance, half-life) or binary classification for categorical outcomes (e.g., BBB penetration, CYP inhibition). Dataset: rlm. (1) The drug is COCCOc1cc2c(-n3nc(-c4ccccn4)nc3N)ncnc2cc1OC. The result is 0 (unstable in rat liver microsomes). (2) The molecule is CCOc1cc(NC(=O)C2(NC(=O)c3ccc4c(C5CCCC5)c(-c5ncc(Cl)cn5)n(C)c4c3)CCC2)ccc1C=CC(=O)OC(=O)C[C@H](O)C(=O)O. The result is 0 (unstable in rat liver microsomes). (3) The result is 1 (stable in rat liver microsomes). The molecule is Cc1ccc(O)c(-c2cc(-c3ccccc3C)[nH]n2)c1. (4) The compound is COc1ccc(-c2ccc3nc(-c4ccc(SC)cc4)oc3c2)c(OC)c1OC. The result is 1 (stable in rat liver microsomes). (5) The molecule is O=C1CCCC2=C1C1(CCS(=O)(=O)C1)NC(Nc1nc3ccccc3o1)=N2. The result is 1 (stable in rat liver microsomes). (6) The drug is CC#C[C@@H](Cc1nn[nH]n1)c1ccc(OCc2cc(Cl)c3scc(-c4ccccc4C)c3c2)cc1. The result is 1 (stable in rat liver microsomes).